This data is from Catalyst prediction with 721,799 reactions and 888 catalyst types from USPTO. The task is: Predict which catalyst facilitates the given reaction. Reactant: [F:1][C:2]1[CH:7]=[CH:6][CH:5]=[C:4]([F:8])[C:3]=1[N:9]1[C:14]2[N:15]=[C:16]([NH:27][CH2:28][CH2:29][C:30]([NH:32][OH:33])=[NH:31])[N:17]=[C:18]([C:19]3[CH:24]=[CH:23][C:22]([F:25])=[CH:21][C:20]=3[CH3:26])[C:13]=2[CH:12]=[CH:11][C:10]1=[O:34].N1C=CC=NC=1.Cl[C:42](OCC(CC)CCCC)=[O:43]. Product: [F:1][C:2]1[CH:7]=[CH:6][CH:5]=[C:4]([F:8])[C:3]=1[N:9]1[C:14]2[N:15]=[C:16]([NH:27][CH2:28][CH2:29][C:30]3[NH:31][C:42](=[O:43])[O:33][N:32]=3)[N:17]=[C:18]([C:19]3[CH:24]=[CH:23][C:22]([F:25])=[CH:21][C:20]=3[CH3:26])[C:13]=2[CH:12]=[CH:11][C:10]1=[O:34]. The catalyst class is: 6.